The task is: Predict the reactants needed to synthesize the given product.. This data is from Full USPTO retrosynthesis dataset with 1.9M reactions from patents (1976-2016). Given the product [C:4]([CH2:6][CH2:7][C:8]1[C:9]([CH2:23][CH2:24][CH2:25][CH2:26][CH2:27][CH2:28][O:29][C:30]2[CH:35]=[C:34]([C:36]3[CH:41]=[CH:40][CH:39]=[C:38]([F:42])[CH:37]=3)[CH:33]=[C:32]([C:43](=[O:45])[NH:50][CH:46]3[CH2:49][CH2:48][CH2:47]3)[CH:31]=2)=[CH:10][CH:11]=[CH:12][C:13]=1[O:14][CH2:15][CH2:16][CH2:17][C:18]([OH:20])=[O:19])([OH:3])=[O:5], predict the reactants needed to synthesize it. The reactants are: C([O:3][C:4]([CH2:6][CH2:7][C:8]1[C:13]([O:14][CH2:15][CH2:16][CH2:17][C:18]([O:20]CC)=[O:19])=[CH:12][CH:11]=[CH:10][C:9]=1[CH2:23][CH2:24][CH2:25][CH2:26][CH2:27][CH2:28][O:29][C:30]1[CH:31]=[C:32]([C:43]([OH:45])=O)[CH:33]=[C:34]([C:36]2[CH:41]=[CH:40][CH:39]=[C:38]([F:42])[CH:37]=2)[CH:35]=1)=[O:5])C.[CH:46]1([NH2:50])[CH2:49][CH2:48][CH2:47]1.